From a dataset of Forward reaction prediction with 1.9M reactions from USPTO patents (1976-2016). Predict the product of the given reaction. (1) Given the reactants [Cl:1][C:2]1[CH:7]=[C:6]([Cl:8])[CH:5]=[CH:4][N:3]=1.C1C=C(Cl)C=C(C(OO)=[O:17])C=1.[O-]S([O-])(=S)=O.[Na+].[Na+], predict the reaction product. The product is: [Cl:1][C:2]1[CH:7]=[C:6]([Cl:8])[CH:5]=[CH:4][N+:3]=1[O-:17]. (2) Given the reactants [NH2:1][C:2]1[C:11]2[C:6](=[C:7](I)[C:8]([F:12])=[CH:9][CH:10]=2)[N:5]=[N:4][C:3]=1[C:14]([NH:16][CH:17]1[CH2:19][CH2:18]1)=[O:15].[CH3:20][O:21][C:22]1[C:27](B(O)O)=[CH:26][CH:25]=[CH:24][N:23]=1, predict the reaction product. The product is: [NH2:1][C:2]1[C:11]2[C:6](=[C:7]([C:27]3[C:22]([O:21][CH3:20])=[N:23][CH:24]=[CH:25][CH:26]=3)[C:8]([F:12])=[CH:9][CH:10]=2)[N:5]=[N:4][C:3]=1[C:14]([NH:16][CH:17]1[CH2:19][CH2:18]1)=[O:15]. (3) Given the reactants [F:1][C:2]1[CH:3]=[C:4]([N+:9]([O-:11])=[O:10])[CH:5]=[CH:6][C:7]=1F.[CH3:12][C:13]1[N:17]=[CH:16][NH:15][N:14]=1.O.O.O.P([O-])([O-])(O)=O.[K+].[K+], predict the reaction product. The product is: [F:1][C:2]1[CH:3]=[C:4]([N+:9]([O-:11])=[O:10])[CH:5]=[CH:6][C:7]=1[N:14]1[C:13]([CH3:12])=[N:17][CH:16]=[N:15]1. (4) Given the reactants C(O[C@@H:5]1[O:17][C@H:16]([C@@H:18]([CH2:23][O:24][C:25](=[O:27])[CH3:26])[O:19][C:20](=[O:22])[CH3:21])[C@H:11]([O:12][C:13](=[O:15])[CH3:14])[C@H:6]1[O:7][C:8](=[O:10])[CH3:9])(=O)C.[Sn](Cl)(Cl)(Cl)Cl.[S:33]1C=CC=C1CC(O)=O.[CH3:42][CH2:43][O:44]C(C)=O, predict the reaction product. The product is: [C:43]([S:33][C@@H:5]1[O:17][C@H:16]([C@@H:18]([CH2:23][O:24][C:25](=[O:27])[CH3:26])[O:19][C:20](=[O:22])[CH3:21])[C@H:11]([O:12][C:13](=[O:15])[CH3:14])[C@H:6]1[O:7][C:8](=[O:10])[CH3:9])(=[O:44])[CH3:42]. (5) Given the reactants N#N.[F:3][C:4]([C:7]1[N:8]=[C:9]([CH2:12][N:13]2[N:17]=[C:16]([N+:18]([O-])=O)[CH:15]=[N:14]2)[O:10][CH:11]=1)([F:6])[CH3:5].[NH4+].[Cl-], predict the reaction product. The product is: [F:3][C:4]([C:7]1[N:8]=[C:9]([CH2:12][N:13]2[N:17]=[C:16]([NH2:18])[CH:15]=[N:14]2)[O:10][CH:11]=1)([F:6])[CH3:5].